From a dataset of Forward reaction prediction with 1.9M reactions from USPTO patents (1976-2016). Predict the product of the given reaction. (1) Given the reactants O=[C:2]1[CH2:7][CH2:6][N:5]([C:8]([O:10][C:11]([CH3:14])([CH3:13])[CH3:12])=[O:9])[CH2:4][CH2:3]1.[NH2:15][C:16]1[CH:25]=[C:24]2[C:19]([CH2:20][N:21]([CH2:35][C:36]3[CH:41]=[CH:40][C:39]([O:42][CH3:43])=[CH:38][CH:37]=3)[C:22](=[O:34])[N:23]2[C:26]2[C:31]([Cl:32])=[CH:30][CH:29]=[CH:28][C:27]=2[Cl:33])=[C:18]([C:44]2[CH:49]=[CH:48][CH:47]=[CH:46][C:45]=2[Cl:50])[CH:17]=1.[BH-](OC(C)=O)(OC(C)=O)OC(C)=O.[Na+], predict the reaction product. The product is: [Cl:50][C:45]1[CH:46]=[CH:47][CH:48]=[CH:49][C:44]=1[C:18]1[CH:17]=[C:16]([NH:15][CH:2]2[CH2:7][CH2:6][N:5]([C:8]([O:10][C:11]([CH3:14])([CH3:13])[CH3:12])=[O:9])[CH2:4][CH2:3]2)[CH:25]=[C:24]2[C:19]=1[CH2:20][N:21]([CH2:35][C:36]1[CH:37]=[CH:38][C:39]([O:42][CH3:43])=[CH:40][CH:41]=1)[C:22](=[O:34])[N:23]2[C:26]1[C:31]([Cl:32])=[CH:30][CH:29]=[CH:28][C:27]=1[Cl:33]. (2) Given the reactants [C:1]([C@@H:3]([NH:12]C(=O)OC(C)(C)C)[CH2:4][C:5]1[CH:10]=[CH:9][C:8]([I:11])=[CH:7][CH:6]=1)#[N:2], predict the reaction product. The product is: [NH2:12][C@@H:3]([CH2:4][C:5]1[CH:6]=[CH:7][C:8]([I:11])=[CH:9][CH:10]=1)[C:1]#[N:2]. (3) Given the reactants [CH3:1][C:2]1([CH3:16])[CH2:7][C:6](=O)[CH2:5][CH2:4][N:3]1[CH2:9][C:10]1[CH:15]=[CH:14][CH:13]=[CH:12][CH:11]=1.[CH2:17]([CH2:19][NH2:20])[OH:18].C(O)(=O)C.[B-](OC(C)=O)(OC(C)=O)OC(C)=O.[Na+].C(=O)([O-])[O-].[K+].[K+], predict the reaction product. The product is: [CH3:1][C:2]1([CH3:16])[CH2:7][CH:6]([NH:20][CH2:19][CH2:17][OH:18])[CH2:5][CH2:4][N:3]1[CH2:9][C:10]1[CH:15]=[CH:14][CH:13]=[CH:12][CH:11]=1. (4) Given the reactants [C:1]([O:5][C:6]([N:8]1[CH2:17][CH2:16][C:15]2[C:10](=[C:11]([C:18]([OH:20])=[O:19])[CH:12]=[CH:13][CH:14]=2)[CH2:9]1)=[O:7])([CH3:4])([CH3:3])[CH3:2].[CH3:21]N(C)CCN(C)C.C([Li])(C)(C)C.IC, predict the reaction product. The product is: [C:1]([O:5][C:6]([N:8]1[CH2:17][CH2:16][C:15]2[C:10](=[C:11]([C:18]([OH:20])=[O:19])[CH:12]=[CH:13][CH:14]=2)[CH:9]1[CH3:21])=[O:7])([CH3:4])([CH3:2])[CH3:3].